Dataset: Forward reaction prediction with 1.9M reactions from USPTO patents (1976-2016). Task: Predict the product of the given reaction. Given the reactants Br[CH2:2][C:3]([O:5][CH2:6][CH3:7])=[O:4].[C:8]([O:12][C:13](=[O:19])[NH:14][CH2:15][CH2:16][NH:17][CH3:18])([CH3:11])([CH3:10])[CH3:9].C(N(CC)CC)C, predict the reaction product. The product is: [C:8]([O:12][C:13]([NH:14][CH2:15][CH2:16][N:17]([CH3:18])[CH2:2][C:3]([O:5][CH2:6][CH3:7])=[O:4])=[O:19])([CH3:11])([CH3:10])[CH3:9].